From a dataset of NCI-60 drug combinations with 297,098 pairs across 59 cell lines. Regression. Given two drug SMILES strings and cell line genomic features, predict the synergy score measuring deviation from expected non-interaction effect. (1) Drug 1: C1=CC(=CC=C1CCCC(=O)O)N(CCCl)CCCl. Drug 2: C1=CC=C(C(=C1)C(C2=CC=C(C=C2)Cl)C(Cl)Cl)Cl. Cell line: NCI-H226. Synergy scores: CSS=2.81, Synergy_ZIP=-3.99, Synergy_Bliss=-5.40, Synergy_Loewe=-10.1, Synergy_HSA=-5.65. (2) Synergy scores: CSS=9.61, Synergy_ZIP=-2.14, Synergy_Bliss=-0.884, Synergy_Loewe=-4.93, Synergy_HSA=-2.04. Drug 2: CC1=C(C(=O)C2=C(C1=O)N3CC4C(C3(C2COC(=O)N)OC)N4)N. Drug 1: CCC(=C(C1=CC=CC=C1)C2=CC=C(C=C2)OCCN(C)C)C3=CC=CC=C3.C(C(=O)O)C(CC(=O)O)(C(=O)O)O. Cell line: NCI-H322M. (3) Drug 1: C1CC(=O)NC(=O)C1N2CC3=C(C2=O)C=CC=C3N. Drug 2: C1=CN(C=N1)CC(O)(P(=O)(O)O)P(=O)(O)O. Cell line: OVCAR-4. Synergy scores: CSS=1.31, Synergy_ZIP=-2.07, Synergy_Bliss=-4.05, Synergy_Loewe=-3.56, Synergy_HSA=-3.79. (4) Drug 1: C1=CN(C=N1)CC(O)(P(=O)(O)O)P(=O)(O)O. Drug 2: C1=NNC2=C1C(=O)NC=N2. Cell line: HOP-62. Synergy scores: CSS=-7.58, Synergy_ZIP=-1.02, Synergy_Bliss=-11.2, Synergy_Loewe=-9.82, Synergy_HSA=-13.2. (5) Drug 1: COC1=C(C=C2C(=C1)N=CN=C2NC3=CC(=C(C=C3)F)Cl)OCCCN4CCOCC4. Drug 2: C1=CC=C(C=C1)NC(=O)CCCCCCC(=O)NO. Cell line: 786-0. Synergy scores: CSS=23.9, Synergy_ZIP=-7.25, Synergy_Bliss=-0.548, Synergy_Loewe=1.55, Synergy_HSA=1.93. (6) Drug 1: CC1=C2C(C(=O)C3(C(CC4C(C3C(C(C2(C)C)(CC1OC(=O)C(C(C5=CC=CC=C5)NC(=O)OC(C)(C)C)O)O)OC(=O)C6=CC=CC=C6)(CO4)OC(=O)C)OC)C)OC. Drug 2: C1C(C(OC1N2C=NC3=C2NC=NCC3O)CO)O. Cell line: A549. Synergy scores: CSS=62.4, Synergy_ZIP=13.4, Synergy_Bliss=12.8, Synergy_Loewe=-13.7, Synergy_HSA=13.9. (7) Drug 1: C1CN1P(=S)(N2CC2)N3CC3. Drug 2: CCN(CC)CCCC(C)NC1=C2C=C(C=CC2=NC3=C1C=CC(=C3)Cl)OC. Cell line: UO-31. Synergy scores: CSS=6.66, Synergy_ZIP=-2.85, Synergy_Bliss=-0.673, Synergy_Loewe=-3.81, Synergy_HSA=-0.889.